Dataset: HIV replication inhibition screening data with 41,000+ compounds from the AIDS Antiviral Screen. Task: Binary Classification. Given a drug SMILES string, predict its activity (active/inactive) in a high-throughput screening assay against a specified biological target. (1) The compound is COC(=O)CC(CNC(=O)OCc1ccccc1)OCc1ccc(OC)cc1. The result is 0 (inactive). (2) The compound is C[n+]1cccc(O)c1.[I-]. The result is 0 (inactive). (3) The molecule is C=CCCCCCCCCCP(=O)(c1ccccc1)c1ccc2c(c1)OCCOCCOCCOCCO2. The result is 0 (inactive). (4) The drug is CSCC1CC(c2ccc(Cl)cc2)=NO1. The result is 0 (inactive).